This data is from Forward reaction prediction with 1.9M reactions from USPTO patents (1976-2016). The task is: Predict the product of the given reaction. Given the reactants [F:1][C:2]1[CH:23]=[CH:22][C:5]([O:6][C:7]2[CH:8]=[C:9]([CH:13]=[C:14]([O:16][C@@H:17]([CH3:21])[CH2:18][O:19][CH3:20])[CH:15]=2)[C:10]([OH:12])=O)=[CH:4][CH:3]=1.[CH2:24]([O:26][C:27](=[O:38])[CH2:28][CH2:29][S:30][CH2:31][C:32]1[N:33]=[C:34]([NH2:37])[S:35][CH:36]=1)[CH3:25], predict the reaction product. The product is: [CH2:24]([O:26][C:27](=[O:38])[CH2:28][CH2:29][S:30][CH2:31][C:32]1[N:33]=[C:34]([NH:37][C:10](=[O:12])[C:9]2[CH:13]=[C:14]([O:16][C@@H:17]([CH3:21])[CH2:18][O:19][CH3:20])[CH:15]=[C:7]([O:6][C:5]3[CH:4]=[CH:3][C:2]([F:1])=[CH:23][CH:22]=3)[CH:8]=2)[S:35][CH:36]=1)[CH3:25].